This data is from Full USPTO retrosynthesis dataset with 1.9M reactions from patents (1976-2016). The task is: Predict the reactants needed to synthesize the given product. (1) Given the product [CH3:42][O:41][C:37]1[CH:36]=[C:35]([CH:40]=[CH:39][CH:38]=1)[CH2:34][N:33]([CH3:32])[C:10](=[O:12])[CH:9]([C:4]1[CH:5]=[C:6]([Cl:8])[CH:7]=[C:2]([Cl:1])[CH:3]=1)[S:13][C:14]1[CH:19]=[CH:18][CH:17]=[CH:16][CH:15]=1, predict the reactants needed to synthesize it. The reactants are: [Cl:1][C:2]1[CH:3]=[C:4]([CH:9]([S:13][C:14]2[CH:19]=[CH:18][CH:17]=[CH:16][CH:15]=2)[C:10]([OH:12])=O)[CH:5]=[C:6]([Cl:8])[CH:7]=1.C(N1C=CN=C1)(N1C=CN=C1)=O.[CH3:32][NH:33][CH2:34][C:35]1[CH:40]=[CH:39][CH:38]=[C:37]([O:41][CH3:42])[CH:36]=1. (2) Given the product [Br:1][C:2]1[CH:7]=[CH:6][N:5]=[CH:4][C:3]=1/[CH:8]=[N:19]/[NH:18][C:15]1[CH:16]=[CH:17][C:12]([F:11])=[CH:13][CH:14]=1, predict the reactants needed to synthesize it. The reactants are: [Br:1][C:2]1[CH:7]=[CH:6][N:5]=[CH:4][C:3]=1[CH:8]=O.Cl.[F:11][C:12]1[CH:17]=[CH:16][C:15]([NH:18][NH2:19])=[CH:14][CH:13]=1.C([O-])(=O)C.[Na+]. (3) Given the product [NH:12]([C:13]([C@H:14]([CH2:15][CH2:16][CH2:17][CH2:18][CH3:19])[CH2:20][N:21]([OH:35])[CH:22]=[O:23])=[O:32])[NH2:11], predict the reactants needed to synthesize it. The reactants are: C(OC([NH:11][NH:12][C:13](=[O:32])[C@@H:14]([CH2:20][NH:21][C:22](OCC1C=CC=CC=1)=[O:23])[CH2:15][CH2:16][CH2:17][CH2:18][CH3:19])=O)C1C=CC=CC=1.CC[OH:35]. (4) Given the product [CH:30]([NH:32][NH:33][C:27]([C:24]1([C:22]2[S:23][C:19]([C:4]3[CH:5]=[C:6]([NH:8][C:9]4[N:14]=[C:13]([C:15]([F:16])([F:18])[F:17])[CH:12]=[CH:11][N:10]=4)[CH:7]=[C:2]([CH3:1])[CH:3]=3)=[CH:20][N:21]=2)[CH2:25][CH2:26]1)=[O:28])=[O:31], predict the reactants needed to synthesize it. The reactants are: [CH3:1][C:2]1[CH:3]=[C:4]([C:19]2[S:23][C:22]([C:24]3([C:27](O)=[O:28])[CH2:26][CH2:25]3)=[N:21][CH:20]=2)[CH:5]=[C:6]([NH:8][C:9]2[N:14]=[C:13]([C:15]([F:18])([F:17])[F:16])[CH:12]=[CH:11][N:10]=2)[CH:7]=1.[CH:30]([NH:32][NH2:33])=[O:31].C1C=CC2N(O)N=NC=2C=1.C(Cl)CCl.CCN(C(C)C)C(C)C. (5) The reactants are: [C:1]([C:3]1[CH:8]=[CH:7][C:6](B(O)O)=[CH:5][CH:4]=1)#[N:2].Br[C:13]1[CH:18]=[CH:17][C:16]([OH:19])=[CH:15][C:14]=1[CH3:20]. Given the product [OH:19][C:16]1[CH:17]=[CH:18][C:13]([C:6]2[CH:7]=[CH:8][C:3]([C:1]#[N:2])=[CH:4][CH:5]=2)=[C:14]([CH3:20])[CH:15]=1, predict the reactants needed to synthesize it. (6) Given the product [NH2:15][C:12]1[CH:13]=[CH:14][C:9]([CH2:8][C@@H:5]2[CH2:6][CH2:7][C@H:3]([C@H:2]([OH:1])[C:21]3[CH:26]=[CH:25][CH:24]=[CH:23][CH:22]=3)[N:4]2[C:18]([O:20][C:9]([CH3:14])([CH3:10])[CH3:8])=[O:19])=[CH:10][CH:11]=1, predict the reactants needed to synthesize it. The reactants are: [OH:1][C@H:2]([C:21]1[CH:26]=[CH:25][CH:24]=[CH:23][CH:22]=1)[CH:3]1[CH2:7][CH2:6][CH:5]([CH2:8][C:9]2[CH:14]=[CH:13][C:12]([N+:15]([O-])=O)=[CH:11][CH:10]=2)[N:4]1[C:18]([O-:20])=[O:19]. (7) Given the product [C:1]1([C:19]2[CH:20]=[CH:21][CH:22]=[CH:23][CH:24]=2)[CH:6]=[CH:5][C:4]([C:7]2[CH:8]=[N:9][N:10]([C:12]3[CH:13]=[C:14]([CH:15]=[CH:16][CH:17]=3)[O:18][C:26]3[CH:38]=[CH:37][C:36]4[C:35]5[C:30](=[CH:31][CH:32]=[CH:33][CH:34]=5)[N:29]([C:39]5[CH:44]=[CH:43][CH:42]=[CH:41][N:40]=5)[C:28]=4[CH:27]=3)[CH:11]=2)=[CH:3][CH:2]=1, predict the reactants needed to synthesize it. The reactants are: [C:1]1([C:19]2[CH:24]=[CH:23][CH:22]=[CH:21][CH:20]=2)[CH:6]=[CH:5][C:4]([C:7]2[CH:8]=[N:9][N:10]([C:12]3[CH:13]=[C:14]([OH:18])[CH:15]=[CH:16][CH:17]=3)[CH:11]=2)=[CH:3][CH:2]=1.Br[C:26]1[CH:38]=[CH:37][C:36]2[C:35]3[C:30](=[CH:31][CH:32]=[CH:33][CH:34]=3)[N:29]([C:39]3[CH:44]=[CH:43][CH:42]=[CH:41][N:40]=3)[C:28]=2[CH:27]=1.N1C=CC=CC=1C(O)=O.[O-]P([O-])([O-])=O.[K+].[K+].[K+].